Dataset: Full USPTO retrosynthesis dataset with 1.9M reactions from patents (1976-2016). Task: Predict the reactants needed to synthesize the given product. (1) Given the product [Br:1][C:2]1[C:10]2[C:5](=[N+:6]([O-:11])[CH:7]=[C:8]([N+:24]([O-:26])=[O:25])[CH:9]=2)[S:4][C:3]=1[S:12]([C:15]1[CH:20]=[C:19]([F:21])[CH:18]=[C:17]([C:22]#[N:23])[CH:16]=1)(=[O:13])=[O:14], predict the reactants needed to synthesize it. The reactants are: [Br:1][C:2]1[C:10]2[C:5](=[N+:6]([O-:11])[CH:7]=[CH:8][CH:9]=2)[S:4][C:3]=1[S:12]([C:15]1[CH:20]=[C:19]([F:21])[CH:18]=[C:17]([C:22]#[N:23])[CH:16]=1)(=[O:14])=[O:13].[N+:24]([O-])([OH:26])=[O:25].CCOCC. (2) Given the product [CH:20]1([NH:26][C:27]([NH:11][C:8]2[N:9]=[C:10]3[C:2]([CH3:1])=[CH:3][N:4]([CH2:12][O:13][CH2:14][CH2:15][Si:16]([CH3:18])([CH3:17])[CH3:19])[C:5]3=[N:6][CH:7]=2)=[O:28])[CH2:25][CH2:24][CH2:23][CH2:22][CH2:21]1, predict the reactants needed to synthesize it. The reactants are: [CH3:1][C:2]1[C:10]2[C:5](=[N:6][CH:7]=[C:8]([NH2:11])[N:9]=2)[N:4]([CH2:12][O:13][CH2:14][CH2:15][Si:16]([CH3:19])([CH3:18])[CH3:17])[CH:3]=1.[CH:20]1([N:26]=[C:27]=[O:28])[CH2:25][CH2:24][CH2:23][CH2:22][CH2:21]1. (3) Given the product [NH2:8][C:9]1[O:17][C:16]2[C:11](=[N:12][CH:13]=[C:14]([CH3:18])[CH:15]=2)[C:10]=1[C:19]([NH:21][C:22]1[CH:23]=[N:24][CH:25]=[CH:26][C:27]=1[N:28]1[CH2:33][C@H:32]([CH3:34])[CH2:31][C@H:30]([NH2:35])[CH2:29]1)=[O:20], predict the reactants needed to synthesize it. The reactants are: C(OC([NH:8][C:9]1[O:17][C:16]2[C:11](=[N:12][CH:13]=[C:14]([CH3:18])[CH:15]=2)[C:10]=1[C:19]([NH:21][C:22]1[CH:23]=[N:24][CH:25]=[CH:26][C:27]=1[N:28]1[CH2:33][C@H:32]([CH3:34])[CH2:31][C@H:30]([NH:35]C(=O)OC(C)(C)C)[CH2:29]1)=[O:20])=O)(C)(C)C.Cl.O1CCOCC1.